From a dataset of Forward reaction prediction with 1.9M reactions from USPTO patents (1976-2016). Predict the product of the given reaction. (1) The product is: [Br:1][C:2]1[CH:7]=[CH:6][C:5]([C:8]2([OH:14])[CH2:9][CH2:10][N:11]([CH2:16][CH2:15][CH2:21][S:18]([OH:20])(=[O:19])=[O:17])[CH2:12][CH2:13]2)=[CH:4][CH:3]=1. Given the reactants [Br:1][C:2]1[CH:7]=[CH:6][C:5]([C:8]2([OH:14])[CH2:13][CH2:12][NH:11][CH2:10][CH2:9]2)=[CH:4][CH:3]=1.[CH2:15]1[CH2:21][S:18](=[O:20])(=[O:19])[O:17][CH2:16]1, predict the reaction product. (2) Given the reactants [CH3:1][O:2][C:3]1[CH:4]=[C:5]([CH:10]=[CH:11][C:12]=1[C:13]1[C:17]([CH3:18])=[CH:16][S:15][CH:14]=1)[C:6]([O:8]C)=[O:7].[OH-].[Na+], predict the reaction product. The product is: [CH3:1][O:2][C:3]1[CH:4]=[C:5]([CH:10]=[CH:11][C:12]=1[C:13]1[C:17]([CH3:18])=[CH:16][S:15][CH:14]=1)[C:6]([OH:8])=[O:7]. (3) Given the reactants [CH3:1][C:2]1([CH3:8])[CH2:6][C:5](=[O:7])[CH:4]=[CH:3]1.[C-]#N.[K+].C[C:13]([OH:15])=[O:14], predict the reaction product. The product is: [CH3:1][C:2]1([CH3:8])[CH2:6][C:5](=[O:7])[CH2:4][CH:3]1[C:13]([OH:15])=[O:14]. (4) Given the reactants [N:1]1([C:7]2[N:12]=[CH:11][NH:10][C:9](=[O:13])[CH:8]=2)[CH2:6][CH2:5][NH:4][CH2:3][CH2:2]1.[N+:14]([C:17]1[CH:18]=[C:19]([CH:22]=[CH:23][CH:24]=1)[CH:20]=O)([O-:16])=[O:15], predict the reaction product. The product is: [N+:14]([C:17]1[CH:18]=[C:19]([CH:22]=[CH:23][CH:24]=1)[CH2:20][N:4]1[CH2:5][CH2:6][N:1]([C:7]2[N:12]=[CH:11][NH:10][C:9](=[O:13])[CH:8]=2)[CH2:2][CH2:3]1)([O-:16])=[O:15]. (5) Given the reactants [CH:1]([O:4][C:5]1[CH:14]=[C:13]([C:15]([F:18])([F:17])[F:16])[C:12]2[C:7](=[CH:8][CH:9]=[C:10]3[NH:22][C@H:21]([CH3:23])[CH2:20][O:19][C:11]3=2)[N:6]=1)([CH3:3])[CH3:2].[CH:24](=O)[CH2:25][CH3:26].[BH3-]C#N.[Na+], predict the reaction product. The product is: [CH:1]([O:4][C:5]1[CH:14]=[C:13]([C:15]([F:18])([F:17])[F:16])[C:12]2[C:7](=[CH:8][CH:9]=[C:10]3[N:22]([CH2:24][CH2:25][CH3:26])[C@H:21]([CH3:23])[CH2:20][O:19][C:11]3=2)[N:6]=1)([CH3:3])[CH3:2]. (6) Given the reactants [ClH:1].[F:2][C:3]1[CH:4]=[C:5]([S:9]([C:12]2[CH:13]=[N:14][C:15]3[C:20]([CH:21]=2)=[CH:19][CH:18]=[CH:17][C:16]=3[N:22]2[CH2:27][CH2:26][N:25](C(OC(C)(C)C)=O)[CH2:24][CH2:23]2)(=[O:11])=[O:10])[CH:6]=[CH:7][CH:8]=1, predict the reaction product. The product is: [ClH:1].[F:2][C:3]1[CH:4]=[C:5]([S:9]([C:12]2[CH:13]=[N:14][C:15]3[C:20]([CH:21]=2)=[CH:19][CH:18]=[CH:17][C:16]=3[N:22]2[CH2:23][CH2:24][NH:25][CH2:26][CH2:27]2)(=[O:11])=[O:10])[CH:6]=[CH:7][CH:8]=1.